Dataset: Catalyst prediction with 721,799 reactions and 888 catalyst types from USPTO. Task: Predict which catalyst facilitates the given reaction. (1) Reactant: Cl[CH2:2][CH2:3][CH:4]=[C:5]1[C:11]2[CH:12]=[CH:13][CH:14]=[CH:15][C:10]=2[CH2:9][O:8][C:7]2[CH:16]=[CH:17][CH:18]=[CH:19][C:6]1=2.[CH3:20][NH:21][CH3:22].O.Cl. Product: [CH3:20][N:21]([CH3:22])[CH2:2][CH2:3][CH:4]=[C:5]1[C:11]2[CH:12]=[CH:13][CH:14]=[CH:15][C:10]=2[CH2:9][O:8][C:7]2[CH:16]=[CH:17][CH:18]=[CH:19][C:6]1=2. The catalyst class is: 214. (2) Reactant: [F:1][C:2]1[C:31]([F:32])=[CH:30][CH:29]=[CH:28][C:3]=1[CH2:4][NH:5][C:6]1[C:11]([C:12]([NH2:14])=[O:13])=[CH:10][N:9]=[C:8]([NH:15][C:16]2[CH:21]=[CH:20][C:19]([CH:22]3[CH2:27][CH2:26][NH:25][CH2:24][CH2:23]3)=[CH:18][CH:17]=2)[CH:7]=1.O.[CH3:34][N:35]1[CH2:42][CH2:41][CH2:40][C@@H:36]1[C:37](O)=[O:38].CCN(C(C)C)C(C)C.F[P-](F)(F)(F)(F)F.N1(O[P+](N(C)C)(N(C)C)N(C)C)C2C=CC=CC=2N=N1. Product: [F:1][C:2]1[C:31]([F:32])=[CH:30][CH:29]=[CH:28][C:3]=1[CH2:4][NH:5][C:6]1[C:11]([C:12]([NH2:14])=[O:13])=[CH:10][N:9]=[C:8]([NH:15][C:16]2[CH:17]=[CH:18][C:19]([CH:22]3[CH2:23][CH2:24][N:25]([C:37]([C@H:36]4[CH2:40][CH2:41][CH2:42][N:35]4[CH3:34])=[O:38])[CH2:26][CH2:27]3)=[CH:20][CH:21]=2)[CH:7]=1. The catalyst class is: 37. (3) Reactant: [OH-].[Na+].C[O:4][C:5]([C:7]1[CH:11]([C:12](=[O:26])N[C@]2(C(OC(C)(C)C)=O)C[C@H]2C=C)[CH2:10][CH:9]([O:27]C2C3C(=CC(OC)=CC=3)N=C(C3C=CC=CC=3)C=2)[CH:8]=1)=[O:6].Cl. Product: [O:26]=[C:12]1[CH:11]2[CH2:10][CH:9]([CH2:8][CH:7]2[C:5]([OH:4])=[O:6])[O:27]1. The catalyst class is: 5. (4) Reactant: [O:1]1[CH2:6][CH2:5][N:4]([C:7]2[CH:8]=[N:9][C:10]3[C:15]([N:16]=2)=[CH:14][C:13]([O:17][C:18]2[CH:23]=[CH:22][C:21]([NH:24]C(=O)C(C)(C)C)=[CH:20][CH:19]=2)=[CH:12][CH:11]=3)[CH2:3][CH2:2]1.Cl.[OH-].[Na+]. Product: [O:1]1[CH2:6][CH2:5][N:4]([C:7]2[CH:8]=[N:9][C:10]3[C:15]([N:16]=2)=[CH:14][C:13]([O:17][C:18]2[CH:23]=[CH:22][C:21]([NH2:24])=[CH:20][CH:19]=2)=[CH:12][CH:11]=3)[CH2:3][CH2:2]1. The catalyst class is: 52. (5) Product: [C:7]([NH:6][CH2:5][CH2:4][O:3][CH2:38][C:37]1([OH:39])[CH2:40][CH2:41][CH2:42][CH2:43][CH:36]1[N:28]1[C:29]([C:30]2[CH:31]=[CH:32][CH:33]=[CH:34][CH:35]=2)=[C:25]([C:23]([N:22]2[CH2:21][CH2:20][N:19]([C:44]([O:46][C:47]([CH3:48])([CH3:49])[CH3:50])=[O:45])[CH2:18][C@H:17]2[CH2:10][C:11]2[CH:12]=[CH:13][CH:14]=[CH:15][CH:16]=2)=[O:24])[N:26]=[CH:27]1)(=[O:9])[CH3:8]. The catalyst class is: 3. Reactant: [H-].[Na+].[OH:3][CH2:4][CH2:5][NH:6][C:7](=[O:9])[CH3:8].[CH2:10]([C@H:17]1[N:22]([C:23]([C:25]2[N:26]=[CH:27][N:28]([CH:36]3[CH2:43][CH2:42][CH2:41][CH2:40][C:37]43[O:39][CH2:38]4)[C:29]=2[C:30]2[CH:35]=[CH:34][CH:33]=[CH:32][CH:31]=2)=[O:24])[CH2:21][CH2:20][N:19]([C:44]([O:46][C:47]([CH3:50])([CH3:49])[CH3:48])=[O:45])[CH2:18]1)[C:11]1[CH:16]=[CH:15][CH:14]=[CH:13][CH:12]=1.C(=O)(O)[O-].[Na+]. (6) Reactant: [N:1]([C:4]([C:7]1[CH:8]=[C:9]([C:22]2[N:27]=[C:26]([CH3:28])[N:25]=[C:24]([N:29]([CH2:39][C:40]3[CH:45]=[CH:44][C:43]([O:46][CH3:47])=[CH:42][CH:41]=3)[CH2:30][C:31]3[CH:36]=[CH:35][C:34]([O:37][CH3:38])=[CH:33][CH:32]=3)[N:23]=2)[C:10]([NH:13][C:14]2[CH:15]=[N:16][C:17]([O:20][CH3:21])=[CH:18][CH:19]=2)=[N:11][CH:12]=1)([CH3:6])[CH3:5])=[N+]=[N-]. Product: [NH2:1][C:4]([C:7]1[CH:8]=[C:9]([C:22]2[N:27]=[C:26]([CH3:28])[N:25]=[C:24]([N:29]([CH2:30][C:31]3[CH:32]=[CH:33][C:34]([O:37][CH3:38])=[CH:35][CH:36]=3)[CH2:39][C:40]3[CH:45]=[CH:44][C:43]([O:46][CH3:47])=[CH:42][CH:41]=3)[N:23]=2)[C:10]([NH:13][C:14]2[CH:15]=[N:16][C:17]([O:20][CH3:21])=[CH:18][CH:19]=2)=[N:11][CH:12]=1)([CH3:5])[CH3:6]. The catalyst class is: 45. (7) Reactant: [H-].[Na+].[F:3][C:4]([F:17])([F:16])[C:5]1[NH:6][C:7]2[C:12]([CH:13]=1)=[CH:11][C:10]([C:14]#[N:15])=[CH:9][CH:8]=2.[CH3:18]I. Product: [CH3:18][N:6]1[C:7]2[C:12](=[CH:11][C:10]([C:14]#[N:15])=[CH:9][CH:8]=2)[CH:13]=[C:5]1[C:4]([F:3])([F:16])[F:17]. The catalyst class is: 3.